From a dataset of Cav3 T-type calcium channel HTS with 100,875 compounds. Binary Classification. Given a drug SMILES string, predict its activity (active/inactive) in a high-throughput screening assay against a specified biological target. (1) The molecule is O1C(CCC1)CNC(=O)c1oc2c(c1)c(nc1c2cccc1)C. The result is 0 (inactive). (2) The compound is S(=O)(=O)(N1CCOCC1)c1cc(NC(=O)COC(=O)c2c(oc(c2)C)C)ccc1. The result is 0 (inactive). (3) The molecule is s1\c(=C/c2ccc(C(C)C)cc2)c(=O)n2nc(nc12)c1ccncc1. The result is 0 (inactive). (4) The drug is s1cc(C=2OC=C3C(=O)C(OC(=O)CCc4ccccc4)(C(=O)C=C3C2)C)cc1. The result is 0 (inactive). (5) The drug is Clc1cc(c(OCC(=O)NCCCN2CCOCC2)cc1)C. The result is 0 (inactive). (6) The molecule is O(CCn1nnnc1c1ccccc1)CCn1nnnc1c1ccccc1. The result is 0 (inactive). (7) The molecule is Clc1cc(NC(=O)NCc2ccc(N3CCCC3=O)cc2)ccc1. The result is 0 (inactive). (8) The drug is N1(CCN(CC1)c1c(c(ccc1)C)C)C\C(C)=C\C. The result is 0 (inactive).